Dataset: Forward reaction prediction with 1.9M reactions from USPTO patents (1976-2016). Task: Predict the product of the given reaction. (1) The product is: [CH3:1][Si:2]([CH3:4])([CH3:15])[C:3]([F:17])([F:16])[C:15]([Si:2]([CH3:4])([CH3:3])[CH3:1])([F:17])[F:16]. Given the reactants [CH3:1][Si:2](Cl)([CH3:4])[CH3:3].C1(S([C:15](Br)([F:17])[F:16])(=O)=O)C=CC=CC=1, predict the reaction product. (2) Given the reactants [Br:1][C:2]1[CH:3]=[C:4]([O:11][CH3:12])[C:5]([NH2:10])=[C:6]([O:8][CH3:9])[CH:7]=1.C(N(CC)CC)C.[C:20]([CH2:24][C:25](Cl)=[O:26])([CH3:23])([CH3:22])[CH3:21], predict the reaction product. The product is: [Br:1][C:2]1[CH:3]=[C:4]([O:11][CH3:12])[C:5]([NH:10][C:25](=[O:26])[CH2:24][C:20]([CH3:23])([CH3:22])[CH3:21])=[C:6]([O:8][CH3:9])[CH:7]=1. (3) Given the reactants [N:1]1[C:10]2[C:5](=[CH:6][C:7]([CH2:11][N:12]3[C:16]4=[N:17][C:18]([C:21](=O)[CH3:22])=[CH:19][N:20]=[C:15]4[N:14]=[N:13]3)=[CH:8][CH:9]=2)[CH:4]=[CH:3][CH:2]=1.Cl.[NH:25]([C:27]([NH2:29])=[O:28])[NH2:26].C(N(CC)CC)C, predict the reaction product. The product is: [N:1]1[C:10]2[C:5](=[CH:6][C:7]([CH2:11][N:12]3[C:16]4=[N:17][C:18](/[C:21](=[N:26]/[NH:25][C:27]([NH2:29])=[O:28])/[CH3:22])=[CH:19][N:20]=[C:15]4[N:14]=[N:13]3)=[CH:8][CH:9]=2)[CH:4]=[CH:3][CH:2]=1. (4) Given the reactants [CH3:1][O:2][C:3]1[CH:14]=[CH:13][C:6](/[CH:7]=[CH:8]/[S:9](Cl)(=[O:11])=[O:10])=[CH:5][CH:4]=1.[F:15][C:16]1[CH:22]=[CH:21][C:19]([NH2:20])=[CH:18][CH:17]=1, predict the reaction product. The product is: [CH3:1][O:2][C:3]1[CH:14]=[CH:13][C:6](/[CH:7]=[CH:8]/[S:9]([NH:20][C:19]2[CH:21]=[CH:22][C:16]([F:15])=[CH:17][CH:18]=2)(=[O:11])=[O:10])=[CH:5][CH:4]=1.